Dataset: Reaction yield outcomes from USPTO patents with 853,638 reactions. Task: Predict the reaction yield, written as a fraction of the theoretical maximum amount of product (1.0 means a 100% yield; for example, 0.34 means a 34% yield). (1) The reactants are [C:1]([N:9]=[C:10]=[S:11])(=[O:8])[C:2]1[CH:7]=[CH:6][CH:5]=[CH:4][CH:3]=1.[NH2:12][C:13]1([C:27]2[CH:32]=[CH:31][CH:30]=[CH:29][CH:28]=2)[CH:17]([CH2:18][OH:19])[CH2:16][N:15]([C:20]([O:22][C:23]([CH3:26])([CH3:25])[CH3:24])=[O:21])[CH2:14]1.C(=O)(O)[O-].[Na+].ClCCl. The catalyst is O1CCCC1. The product is [C:1]([NH:9][C:10]([NH:12][C:13]1([C:27]2[CH:32]=[CH:31][CH:30]=[CH:29][CH:28]=2)[CH:17]([CH2:18][OH:19])[CH2:16][N:15]([C:20]([O:22][C:23]([CH3:26])([CH3:24])[CH3:25])=[O:21])[CH2:14]1)=[S:11])(=[O:8])[C:2]1[CH:7]=[CH:6][CH:5]=[CH:4][CH:3]=1. The yield is 0.680. (2) The yield is 0.700. The product is [CH3:1][O:2][C:3]1[C:8]([O:9][CH3:10])=[C:7]([O:11][CH3:12])[CH:6]=[C:5]([CH3:13])[C:4]=1[CH:14]([C:16]1[C:21]([C:22]([F:25])([F:24])[F:23])=[CH:20][N:19]=[CH:18][C:17]=1[Cl:27])[OH:15]. The reactants are [CH3:1][O:2][C:3]1[C:8]([O:9][CH3:10])=[C:7]([O:11][CH3:12])[CH:6]=[C:5]([CH3:13])[C:4]=1[CH:14]([C:16]1[C:21]([C:22]([F:25])([F:24])[F:23])=[CH:20][N:19]=[C:18](Cl)[C:17]=1[Cl:27])[OH:15].C(N(CC)CC)C. The catalyst is [C].[Pd].CO. (3) The reactants are [Cl:1][C:2]1[CH:7]=[C:6]([O:8][CH3:9])[CH:5]=[CH:4][C:3]=1[CH2:10][C:11]([C:13]1[CH:14]=[CH:15][C:16]2[O:20][C:19](=[O:21])[N:18]([CH3:22])[C:17]=2[CH:23]=1)=[O:12].[H-].[Na+].[CH3:26]I. The catalyst is CN(C=O)C. The product is [Cl:1][C:2]1[CH:7]=[C:6]([O:8][CH3:9])[CH:5]=[CH:4][C:3]=1[CH:10]([CH3:26])[C:11]([C:13]1[CH:14]=[CH:15][C:16]2[O:20][C:19](=[O:21])[N:18]([CH3:22])[C:17]=2[CH:23]=1)=[O:12]. The yield is 0.760. (4) The reactants are [NH2:1][C:2]1[CH:3]=[C:4]([CH:21]=[CH:22][C:23]=1[F:24])[O:5][C:6]1[N:11]=[C:10]2[S:12][C:13]([NH:15][C:16]([CH:18]3[CH2:20][CH2:19]3)=[O:17])=[N:14][C:9]2=[CH:8][CH:7]=1.[S:25]1[CH:29]=[CH:28][C:27]([CH2:30][C:31](O)=[O:32])=[CH:26]1.F[P-](F)(F)(F)(F)F.N1(OC(N(C)C)=[N+](C)C)C2N=CC=CC=2N=N1. The catalyst is N1C=CC=CC=1.C(OCC)(=O)C. The product is [F:24][C:23]1[CH:22]=[CH:21][C:4]([O:5][C:6]2[N:11]=[C:10]3[S:12][C:13]([NH:15][C:16]([CH:18]4[CH2:20][CH2:19]4)=[O:17])=[N:14][C:9]3=[CH:8][CH:7]=2)=[CH:3][C:2]=1[NH:1][C:31](=[O:32])[CH2:30][C:27]1[CH:28]=[CH:29][S:25][CH:26]=1. The yield is 0.680. (5) The reactants are [CH3:1][C:2]1[S:6][C:5]2[CH:7]=[C:8]([O:11][C:12]3[CH:17]=[CH:16][N:15]=[C:14]4[CH:18]=[C:19]([C:21]5[N:22]([CH3:26])[CH:23]=[CH:24][N:25]=5)[S:20][C:13]=34)[CH:9]=[CH:10][C:4]=2[C:3]=1[C:27]([OH:29])=O.[NH2:30][CH2:31][CH2:32][CH2:33][OH:34].C(N(CC)C(C)C)(C)C.CN(C(ON1N=NC2C=CC=CC1=2)=[N+](C)C)C.F[P-](F)(F)(F)(F)F. No catalyst specified. The product is [OH:34][CH2:33][CH2:32][CH2:31][NH:30][C:27]([C:3]1[C:4]2[CH:10]=[CH:9][C:8]([O:11][C:12]3[CH:17]=[CH:16][N:15]=[C:14]4[CH:18]=[C:19]([C:21]5[N:22]([CH3:26])[CH:23]=[CH:24][N:25]=5)[S:20][C:13]=34)=[CH:7][C:5]=2[S:6][C:2]=1[CH3:1])=[O:29]. The yield is 0.590. (6) The reactants are [CH:1]1([C@@H:7]([NH:9][C:10]([C:12]2[C:21]3[C:16](=[CH:17][CH:18]=[CH:19][CH:20]=3)[N:15]=[C:14]([C:22]3[S:23][CH:24]=[CH:25][CH:26]=3)[C:13]=2[CH2:27][N:28]2[CH2:33][CH2:32][N:31]([CH2:34][C:35]([OH:37])=O)[C:30](=[O:38])[CH2:29]2)=[O:11])[CH3:8])[CH2:6][CH2:5][CH2:4][CH2:3][CH2:2]1.[CH3:39][NH:40][CH3:41].CN(C(ON1N=NC2C=CC=CC1=2)=[N+](C)C)C.F[P-](F)(F)(F)(F)F.CN1CCOCC1. The catalyst is CN(C=O)C. The product is [CH:1]1([C@@H:7]([NH:9][C:10]([C:12]2[C:21]3[C:16](=[CH:17][CH:18]=[CH:19][CH:20]=3)[N:15]=[C:14]([C:22]3[S:23][CH:24]=[CH:25][CH:26]=3)[C:13]=2[CH2:27][N:28]2[CH2:33][CH2:32][N:31]([CH2:34][C:35](=[O:37])[N:40]([CH3:41])[CH3:39])[C:30](=[O:38])[CH2:29]2)=[O:11])[CH3:8])[CH2:6][CH2:5][CH2:4][CH2:3][CH2:2]1. The yield is 0.630. (7) The reactants are Cl.[CH3:2][O:3][C:4](=[O:13])[CH:5]([NH2:12])[C:6]1[CH:11]=[CH:10][CH:9]=[CH:8][CH:7]=1.C(N(CC)CC)C.[CH:21](=O)[C:22]1[CH:27]=[CH:26][CH:25]=[CH:24][CH:23]=1.[O-]S([O-])(=O)=O.[Mg+2]. The catalyst is ClCCl. The product is [CH3:2][O:3][C:4](=[O:13])[CH:5]([N:12]=[CH:21][C:22]1[CH:27]=[CH:26][CH:25]=[CH:24][CH:23]=1)[C:6]1[CH:7]=[CH:8][CH:9]=[CH:10][CH:11]=1. The yield is 0.968. (8) The reactants are [Cl:1][C:2]1[CH:11]=[C:10]([O:12][CH:13]([CH3:15])[CH3:14])[C:9]([I:16])=[CH:8][C:3]=1[C:4](=[NH:7])[NH:5][OH:6].[CH2:17]([C:20]1[CH:28]=[CH:27][C:23]([C:24](O)=O)=[CH:22][CH:21]=1)[CH2:18][CH3:19].ONC(=N)C1C=CC(OC(C)C)=C(I)C=1.ClC1C=C(C=CC=1OCCC)C(O)=O. No catalyst specified. The product is [Cl:1][C:2]1[CH:11]=[C:10]([O:12][CH:13]([CH3:14])[CH3:15])[C:9]([I:16])=[CH:8][C:3]=1[C:4]1[N:7]=[C:24]([C:23]2[CH:27]=[CH:28][C:20]([CH2:17][CH2:18][CH3:19])=[CH:21][CH:22]=2)[O:6][N:5]=1. The yield is 0.200.